Dataset: Full USPTO retrosynthesis dataset with 1.9M reactions from patents (1976-2016). Task: Predict the reactants needed to synthesize the given product. (1) Given the product [Cl:1][C:2]1[CH:3]=[C:4]([C:8]2[C:12]([CH2:13][O:14][C:15]3[CH:23]=[CH:22][C:18]([C:19]([NH:28][CH:25]4[CH2:27][CH2:26]4)=[O:21])=[CH:17][N:16]=3)=[C:11]([CH3:24])[O:10][N:9]=2)[CH:5]=[CH:6][CH:7]=1, predict the reactants needed to synthesize it. The reactants are: [Cl:1][C:2]1[CH:3]=[C:4]([C:8]2[C:12]([CH2:13][O:14][C:15]3[CH:23]=[CH:22][C:18]([C:19]([OH:21])=O)=[CH:17][N:16]=3)=[C:11]([CH3:24])[O:10][N:9]=2)[CH:5]=[CH:6][CH:7]=1.[CH:25]1([NH2:28])[CH2:27][CH2:26]1. (2) Given the product [Cl:29][C:23]1[CH:24]=[C:25]([Cl:28])[CH:26]=[CH:27][C:22]=1[C:20]1[C:19](=[O:30])[N:18]([CH3:31])[C:12]2[N:13]([CH3:17])[C:14]3[C:10]([C:11]=2[CH:21]=1)=[CH:9][C:8]([C:6]1[N:7]=[C:3]([CH2:2][N:32]2[CH2:37][CH2:36][O:35][CH2:34][CH2:33]2)[S:4][CH:5]=1)=[CH:16][CH:15]=3, predict the reactants needed to synthesize it. The reactants are: Cl[CH2:2][C:3]1[S:4][CH:5]=[C:6]([C:8]2[CH:9]=[C:10]3[C:14](=[CH:15][CH:16]=2)[N:13]([CH3:17])[C:12]2[N:18]([CH3:31])[C:19](=[O:30])[C:20]([C:22]4[CH:27]=[CH:26][C:25]([Cl:28])=[CH:24][C:23]=4[Cl:29])=[CH:21][C:11]3=2)[N:7]=1.[NH:32]1[CH2:37][CH2:36][O:35][CH2:34][CH2:33]1.